This data is from Full USPTO retrosynthesis dataset with 1.9M reactions from patents (1976-2016). The task is: Predict the reactants needed to synthesize the given product. Given the product [CH3:7][CH:5]([CH3:6])[C@@H:4]([N:8]([S:16]([C:19]1[CH:30]=[CH:29][C:22]2[N:23]=[C:24]([S:26][CH2:27][CH3:28])[S:25][C:21]=2[CH:20]=1)(=[O:17])=[O:18])[CH2:9][C:10]1[CH:11]=[CH:12][CH:13]=[CH:14][CH:15]=1)[C:3]([OH:31])=[O:2], predict the reactants needed to synthesize it. The reactants are: C[O:2][C:3](=[O:31])[C@H:4]([N:8]([S:16]([C:19]1[CH:30]=[CH:29][C:22]2[N:23]=[C:24]([S:26][CH2:27][CH3:28])[S:25][C:21]=2[CH:20]=1)(=[O:18])=[O:17])[CH2:9][C:10]1[CH:15]=[CH:14][CH:13]=[CH:12][CH:11]=1)[CH:5]([CH3:7])[CH3:6].[Li+].[OH-].